This data is from Peptide-MHC class I binding affinity with 185,985 pairs from IEDB/IMGT. The task is: Regression. Given a peptide amino acid sequence and an MHC pseudo amino acid sequence, predict their binding affinity value. This is MHC class I binding data. (1) The peptide sequence is MFGGVSWMVR. The MHC is HLA-A31:01 with pseudo-sequence HLA-A31:01. The binding affinity (normalized) is 0.737. (2) The peptide sequence is AEFWDVFLS. The MHC is HLA-B07:02 with pseudo-sequence HLA-B07:02. The binding affinity (normalized) is 0.0847. (3) The peptide sequence is QPWTPVSSF. The binding affinity (normalized) is 0.0847. The MHC is HLA-A02:03 with pseudo-sequence HLA-A02:03. (4) The peptide sequence is WQLGTRWRY. The MHC is HLA-B58:01 with pseudo-sequence HLA-B58:01. The binding affinity (normalized) is 0.0847. (5) The peptide sequence is VCPLGLLL. The MHC is Mamu-A01 with pseudo-sequence Mamu-A01. The binding affinity (normalized) is 0.371.